This data is from B-cell epitopes from IEDB database with 3,159 antigens for binding position prediction. The task is: Token-level Classification. Given an antigen amino acid sequence, predict which amino acid positions are active epitope sites capable of antibody binding. Output is a list of indices for active positions. (1) Given the antigen sequence: MASSSSVLLVVALFAVFLGSAHGIPKVPPGPNITATYGDKWLDAKSTWYGKPTAAGPKDNGGACGYKDVDKPPFSGMTGCGNTPIFKSGRGCGSCFEIKCTKPEACSGEPVVVHITDDNEEPIAAYHFDLSGIAFGSMAKKGDEQKLRSAGEVEIQFRRVKCKYPEGTKVTFHVEKGSNPNYLALLVKFVAGDGDVVAVDIKEKGKDKWIALKESWGAIWRIDTPEVLKGPFTVRYTTEGGTKGEAKDVIPEGWKADTAYESK, which amino acid positions are active epitope sites? The epitope positions are: [62, 63, 64, 65, 66, 67, 68, 69, 70, 71]. The amino acids at these positions are: ACGYKDVDKP. (2) Given the antigen sequence: MQVTFIYILVITCYENDVNVYHIFFQMSLWLPSEATVYLPPVPVSKVVSTDEYVARTNIYYHAGTSRLLAVGHPYFPIKKPNNNKILVPKVSGLQYRVFRIHLPDPNKFGFPDTSFYNPDTQRLVWACVGVEVGRGQPLGVGISGHPLLNKLDDTENASAYAANAGVDNRECISMDYKQTQLCLIGCKPPIGEHWGKGSPCTNVAVNPGDCPPLELINTVIQDGDMVDTGFGAMDFTTLQANKSEVPLDICTSICKYPDYIKMVSEPYGDSLFFYLRREQMFVRHLFNRAGAVGENVPDDLYIKGSGSTANLASSNYFPTPSGSMVTSDAQIFNKPYWLQRAQGHNNGICWGNQLFVTVVDTTRSTNMSLCAAISTSETTYKNTNFKEYLRHGEEYDLQFIFQLCKITLTADVMTYIHSMNSTILEDWNFGLQPPPGGTLEDTYRFVTSQAIACQKHTPPAPKEDPLKKYTFWEVNLKEKFSADLDQFPLGRKFLLQAGL..., which amino acid positions are active epitope sites? The epitope positions are: [241, 242, 243, 244, 245, 246, 247, 248, 249, 250, 251, 252, 253, 254, 255, 256, 257, 258, 259, 260]. The amino acids at these positions are: NKSEVPLDICTSICKYPDYI.